Dataset: Full USPTO retrosynthesis dataset with 1.9M reactions from patents (1976-2016). Task: Predict the reactants needed to synthesize the given product. (1) Given the product [Cl:14][C:4]1[CH:5]=[C:6]([N:8]2[CH2:13][CH2:12][O:11][CH2:10][CH2:9]2)[N:7]=[C:2]([NH:24][CH2:25][CH2:26][C:27]2[CH:28]=[N:29][CH:30]=[CH:31][CH:32]=2)[N:3]=1, predict the reactants needed to synthesize it. The reactants are: Cl[C:2]1[N:7]=[C:6]([N:8]2[CH2:13][CH2:12][O:11][CH2:10][CH2:9]2)[CH:5]=[C:4]([Cl:14])[N:3]=1.CCN(C(C)C)C(C)C.[NH2:24][CH2:25][CH2:26][C:27]1[CH:28]=[N:29][CH:30]=[CH:31][CH:32]=1. (2) Given the product [ClH:20].[NH2:7][C:8]1([C:13]([OH:16])([CH3:15])[CH3:14])[CH2:12][CH2:11][CH2:10][CH2:9]1, predict the reactants needed to synthesize it. The reactants are: C(OC(=O)[NH:7][C:8]1([C:13]([OH:16])([CH3:15])[CH3:14])[CH2:12][CH2:11][CH2:10][CH2:9]1)(C)(C)C.CO.[ClH:20].